Dataset: Forward reaction prediction with 1.9M reactions from USPTO patents (1976-2016). Task: Predict the product of the given reaction. Given the reactants [NH:1]1[C:9]2[C:4](=[C:5]([C:10]3[N:11]=[C:12]([N:22]4[CH2:27][CH2:26][O:25][CH2:24][CH2:23]4)[C:13]4[S:18][C:17]([C:19]([OH:21])=O)=[CH:16][C:14]=4[N:15]=3)[CH:6]=[CH:7][CH:8]=2)[CH:3]=[N:2]1.[NH:28]1[CH2:33][CH2:32][O:31][CH2:30][CH2:29]1, predict the reaction product. The product is: [NH:1]1[C:9]2[C:4](=[C:5]([C:10]3[N:11]=[C:12]([N:22]4[CH2:27][CH2:26][O:25][CH2:24][CH2:23]4)[C:13]4[S:18][C:17]([C:19]([N:28]5[CH2:33][CH2:32][O:31][CH2:30][CH2:29]5)=[O:21])=[CH:16][C:14]=4[N:15]=3)[CH:6]=[CH:7][CH:8]=2)[CH:3]=[N:2]1.